Dataset: Catalyst prediction with 721,799 reactions and 888 catalyst types from USPTO. Task: Predict which catalyst facilitates the given reaction. (1) Reactant: [Cl:1][C:2]1[C:3]([F:17])=[CH:4][C:5]([O:14][CH2:15][CH3:16])=[C:6]([C:8]2([CH3:13])[O:12][CH2:11][CH2:10][O:9]2)[CH:7]=1.[Li+].CC([N-]C(C)C)C.CN(C)[CH:28]=[O:29]. Product: [Cl:1][C:2]1[C:3]([F:17])=[C:4]([C:5]([O:14][CH2:15][CH3:16])=[C:6]([C:8]2([CH3:13])[O:9][CH2:10][CH2:11][O:12]2)[CH:7]=1)[CH:28]=[O:29]. The catalyst class is: 7. (2) Reactant: [CH:1]1([O:7][C:8]2[C:13]3[C:14]([C:36]4[CH:40]=[CH:39][O:38][CH:37]=4)=[N:15][N:16](C(C4C=CC=CC=4)(C4C=CC=CC=4)C4C=CC=CC=4)[C:12]=3[CH:11]=[CH:10][N:9]=2)[CH2:6][CH2:5][CH2:4][CH2:3][CH2:2]1.C(Cl)Cl. Product: [CH:1]1([O:7][C:8]2[C:13]3[C:14]([C:36]4[CH:40]=[CH:39][O:38][CH:37]=4)=[N:15][NH:16][C:12]=3[CH:11]=[CH:10][N:9]=2)[CH2:2][CH2:3][CH2:4][CH2:5][CH2:6]1. The catalyst class is: 67. (3) Reactant: [O:1]1[C:5]2[CH:6]=[CH:7][CH:8]=[CH:9][C:4]=2[CH:3]=[C:2]1[C:10]([NH:12][C@@H:13]([C:15]1[CH:19]=[C:18]([C:20]([O:22]CC)=[O:21])[O:17][N:16]=1)[CH3:14])=[O:11].[OH-].[Li+].Cl. Product: [O:1]1[C:5]2[CH:6]=[CH:7][CH:8]=[CH:9][C:4]=2[CH:3]=[C:2]1[C:10]([NH:12][C@@H:13]([C:15]1[CH:19]=[C:18]([C:20]([OH:22])=[O:21])[O:17][N:16]=1)[CH3:14])=[O:11]. The catalyst class is: 5. (4) Reactant: N#N.[Br:3][C:4]1[S:5][C:6]([C:9](=[O:11])[CH3:10])=[CH:7][N:8]=1.[CH2:12](O)[CH2:13][OH:14].COC(OC)OC. Product: [Br:3][C:4]1[S:5][C:6]([C:9]2([CH3:10])[O:14][CH2:13][CH2:12][O:11]2)=[CH:7][N:8]=1. The catalyst class is: 250. (5) Reactant: [ClH:1].[CH3:2][NH:3][CH2:4][CH2:5][C@H:6]([O:12][C:13]1[CH:14]=[CH:15][CH:16]=[C:17]2[CH:22]=[CH:21][CH:20]=[CH:19][C:18]=12)[C:7]1[S:11][CH:10]=[CH:9][CH:8]=1. Product: [CH3:2][NH:3][CH2:4][CH2:5][C@H:6]([O:12][C:13]1[CH:14]=[CH:15][CH:16]=[C:17]2[CH:22]=[CH:21][CH:20]=[CH:19][C:18]=12)[C:7]1[S:11][CH:10]=[CH:9][CH:8]=1.[ClH:1]. The catalyst class is: 13. (6) Reactant: [Cl:1][C:2]1[CH:3]=[C:4]([C:9](=[O:11])[CH3:10])[CH:5]=[C:6]([Cl:8])[CH:7]=1.[N:12]1([C:17]2[CH:24]=[CH:23][C:20]([CH:21]=O)=[CH:19][CH:18]=2)[CH:16]=[N:15][CH:14]=[N:13]1.[OH-].[Na+]. Product: [N:12]1([C:17]2[CH:24]=[CH:23][C:20](/[CH:21]=[CH:10]/[C:9]([C:4]3[CH:3]=[C:2]([Cl:1])[CH:7]=[C:6]([Cl:8])[CH:5]=3)=[O:11])=[CH:19][CH:18]=2)[CH:16]=[N:15][CH:14]=[N:13]1. The catalyst class is: 40. (7) Reactant: [CH2:1]([O:3][C:4]([C@@H:6]1[CH2:11][C@@:10]2([CH2:12][OH:13])[C@H:8]([CH2:9]2)[N:7]1[C:14]([O:16][C:17]([CH3:20])([CH3:19])[CH3:18])=[O:15])=[O:5])[CH3:2].[H-].[Na+].IC.[C:25]([O-])(O)=O.[Na+]. Product: [CH2:1]([O:3][C:4]([C@@H:6]1[CH2:11][C@@:10]2([CH2:12][O:13][CH3:25])[C@H:8]([CH2:9]2)[N:7]1[C:14]([O:16][C:17]([CH3:19])([CH3:18])[CH3:20])=[O:15])=[O:5])[CH3:2]. The catalyst class is: 76.